Dataset: Forward reaction prediction with 1.9M reactions from USPTO patents (1976-2016). Task: Predict the product of the given reaction. (1) Given the reactants FC(F)(F)S(O[C:7]1[CH:16]=[CH:15][C:14]([C:17](=[O:19])[CH3:18])=[C:13]2[C:8]=1[CH2:9][CH2:10][CH2:11][CH2:12]2)(=O)=O.[C:22]([O-:25])([O-])=[O:23].[Na+].[Na+].[C]=O.[CH3:30]O, predict the reaction product. The product is: [C:17]([C:14]1[C:13]2[CH2:12][CH2:11][CH2:10][CH2:9][C:8]=2[C:7]([C:22]([O:25][CH3:30])=[O:23])=[CH:16][CH:15]=1)(=[O:19])[CH3:18]. (2) Given the reactants [S:1]1[C:5]2[CH:6]=[CH:7][CH:8]=[CH:9][C:4]=2[N:3]=[C:2]1[C:10]1[CH:15]=[CH:14][C:13]([N+:16]([O-])=O)=[C:12]([N+:19]([O-])=O)[CH:11]=1.[O:22]1[CH2:27][CH2:26][N:25]([C:28]2[CH:33]=[CH:32][C:31]([NH:34][C:35]([C:37]3[CH:44]=[CH:43][C:40]([CH:41]=O)=[CH:39][CH:38]=3)=[O:36])=[CH:30][CH:29]=2)[CH2:24][CH2:23]1, predict the reaction product. The product is: [S:1]1[C:5]2[CH:6]=[CH:7][CH:8]=[CH:9][C:4]=2[N:3]=[C:2]1[C:10]1[CH:15]=[CH:14][C:13]2[NH:16][C:41]([C:40]3[CH:39]=[CH:38][C:37]([C:35]([NH:34][C:31]4[CH:30]=[CH:29][C:28]([N:25]5[CH2:24][CH2:23][O:22][CH2:27][CH2:26]5)=[CH:33][CH:32]=4)=[O:36])=[CH:44][CH:43]=3)=[N:19][C:12]=2[CH:11]=1. (3) Given the reactants [Br:1][C:2]1[S:6][C:5]([CH2:7]Br)=[N:4][C:3]=1[C:9]1[CH:14]=[CH:13][C:12]([O:15][CH3:16])=[CH:11][CH:10]=1.C1C(=O)N(Br)C(=O)C1.CC(N=NC(C#N)(C)C)(C#N)C, predict the reaction product. The product is: [Br:1][C:2]1[S:6][C:5]([CH3:7])=[N:4][C:3]=1[C:9]1[CH:14]=[CH:13][C:12]([O:15][CH3:16])=[CH:11][CH:10]=1.